From a dataset of Full USPTO retrosynthesis dataset with 1.9M reactions from patents (1976-2016). Predict the reactants needed to synthesize the given product. (1) Given the product [ClH:55].[F:8][C:7]1[CH:6]=[CH:5][CH:4]=[C:3]2[C:2]=1[O:21][CH:20]([C:22]1[CH:23]=[CH:24][C:25]([O:28][CH2:29][CH2:30][N:31]3[CH2:36][CH2:35][CH2:34][CH2:33][CH2:32]3)=[CH:26][CH:27]=1)[C:10]1[C:9]2=[CH:18][CH:17]=[C:16]2[C:11]=1[CH:12]=[CH:13][C:14]([OH:19])=[CH:15]2, predict the reactants needed to synthesize it. The reactants are: F[C:2]1[C:7]([F:8])=[CH:6][CH:5]=[CH:4][C:3]=1[C:9]1[CH:18]=[CH:17][C:16]2[C:11](=[CH:12][CH:13]=[C:14]([OH:19])[CH:15]=2)[C:10]=1[C:20]([C:22]1[CH:27]=[CH:26][C:25]([O:28][CH2:29][CH2:30][N:31]2[CH2:36][CH2:35][CH2:34][CH2:33][CH2:32]2)=[CH:24][CH:23]=1)=[O:21].C([BH-](CC)CC)C.[Li+].C(O)(C)C.C(=O)(O)[O-].[Na+].C(Cl)(Cl)[Cl:55].C(O)(C)C. (2) Given the product [Cl:11][C:9]1[CH:8]=[C:4]([C:5]([OH:7])=[O:6])[C:3]2[S:12][C:15]([CH3:16])=[N:1][C:2]=2[CH:10]=1, predict the reactants needed to synthesize it. The reactants are: [NH2:1][C:2]1[C:3]([SH:12])=[C:4]([CH:8]=[C:9]([Cl:11])[CH:10]=1)[C:5]([OH:7])=[O:6].CN1C(=O)C[CH2:16][CH2:15]1.C(Cl)(=O)C. (3) Given the product [O:6]=[C:2]([CH2:1][CH2:12][CH2:13][CH3:14])[C:3]([O-:5])=[O:4].[O:24]=[C:18]([CH2:19][CH2:20][CH2:21][CH2:22][CH3:23])[C:3]([O-:5])=[O:4].[O:32]=[C:25]([CH2:26][CH2:27][CH2:28][CH2:29][CH2:30][CH3:31])[C:3]([O-:5])=[O:4], predict the reactants needed to synthesize it. The reactants are: [CH2:1](OP(O)(O)=O)[C@@H:2]([OH:6])[C:3]([OH:5])=[O:4].[CH2:12](O)[CH2:13][CH2:14]CC.[CH2:18]([OH:24])[CH2:19][CH2:20][CH2:21][CH2:22][CH3:23].[CH2:25]([OH:32])[CH2:26][CH2:27][CH2:28][CH2:29][CH2:30][CH3:31]. (4) Given the product [Br:19][C:20]1[CH:21]=[C:22]([CH:27]=[CH:28][C:29]=1[CH2:30][NH:3][CH:4]([C:7]1[CH:8]=[N:9][CH:10]=[CH:11][CH:12]=1)[CH2:5][OH:6])[C:23]([O:25][CH3:26])=[O:24], predict the reactants needed to synthesize it. The reactants are: Cl.Cl.[NH2:3][CH:4]([C:7]1[CH:8]=[N:9][CH:10]=[CH:11][CH:12]=1)[CH2:5][OH:6].C([O-])([O-])=O.[K+].[K+].[Br:19][C:20]1[CH:21]=[C:22]([CH:27]=[CH:28][C:29]=1[CH2:30]Br)[C:23]([O:25][CH3:26])=[O:24]. (5) Given the product [CH3:1][O:2][C:3]([C:5]1([NH:14][C:15](=[O:40])[C:16]2[CH:21]=[CH:20][C:19]([OH:22])=[C:18]([O:30][CH2:31][CH2:32][C:33]3[CH:34]=[C:35]([CH3:39])[CH:36]=[CH:37][CH:38]=3)[CH:17]=2)[CH2:6][C:7]2[C:12](=[CH:11][CH:10]=[CH:9][CH:8]=2)[CH2:13]1)=[O:4], predict the reactants needed to synthesize it. The reactants are: [CH3:1][O:2][C:3]([C:5]1([NH:14][C:15](=[O:40])[C:16]2[CH:21]=[CH:20][C:19]([O:22]CC3C=CC=CC=3)=[C:18]([O:30][CH2:31][CH2:32][C:33]3[CH:34]=[C:35]([CH3:39])[CH:36]=[CH:37][CH:38]=3)[CH:17]=2)[CH2:13][C:12]2[C:7](=[CH:8][CH:9]=[CH:10][CH:11]=2)[CH2:6]1)=[O:4].[H][H].